The task is: Predict the reactants needed to synthesize the given product.. This data is from Retrosynthesis with 50K atom-mapped reactions and 10 reaction types from USPTO. (1) Given the product CC(C)(C)CC(=O)N1CCC2(CCN(c3ccc(OCC(F)(F)F)cc3)C2=O)CC1=O, predict the reactants needed to synthesize it. The reactants are: CC(C)(C)CC(=O)Cl.O=C1CC2(CCN1)CCN(c1ccc(OCC(F)(F)F)cc1)C2=O. (2) Given the product CC(C)CC(CP(=O)(O)CC(=O)N1CCC[C@H]1C(=O)OCc1ccccc1)NC(=O)c1ccccc1, predict the reactants needed to synthesize it. The reactants are: CC(C)C[C@@H](CP(=O)(O)CC(=O)O)NC(=O)c1ccccc1.O=C(OCc1ccccc1)[C@@H]1CCCN1. (3) Given the product CCOC(=O)c1cn([C@@H](C(C)C)C(C)(C)O[SiH2]C(C)(C)C)c2cc(Cc3ccc(F)c(F)c3)cnc2c1=O, predict the reactants needed to synthesize it. The reactants are: CCOC(=O)c1cn([C@@H](C(C)C)C(C)(C)O[SiH2]C(C)(C)C)c2cc(Cl)cnc2c1=O.Fc1ccc(C[Zn+])cc1F. (4) Given the product NCc1ccc2[nH]ccc2c1, predict the reactants needed to synthesize it. The reactants are: N#Cc1ccc2[nH]ccc2c1.